Dataset: Catalyst prediction with 721,799 reactions and 888 catalyst types from USPTO. Task: Predict which catalyst facilitates the given reaction. (1) Reactant: Br[C:2]1[CH:3]=[C:4]2[C:9](=[CH:10][CH:11]=1)[N:8]=[C:7]([O:12][CH:13]1[CH2:18][CH2:17][CH:16]([C:19]([CH3:22])([CH3:21])[CH3:20])[CH2:15][CH2:14]1)[CH:6]=[N:5]2.[CH2:23]([O:25][C:26]([CH:28]1[CH2:33][CH2:32][N:31]([CH2:34][B-](F)(F)F)[CH2:30][CH2:29]1)=[O:27])[CH3:24].[K+].C(=O)([O-])[O-].[Cs+].[Cs+].O1CCCC1.O.C1(P(C2CCCCC2)C2C=CC=CC=2C2C(C(C)C)=CC(C(C)C)=CC=2C(C)C)CCCCC1. Product: [CH2:23]([O:25][C:26]([CH:28]1[CH2:33][CH2:32][N:31]([CH2:34][C:2]2[CH:3]=[C:4]3[C:9](=[CH:10][CH:11]=2)[N:8]=[C:7]([O:12][CH:13]2[CH2:18][CH2:17][CH:16]([C:19]([CH3:22])([CH3:21])[CH3:20])[CH2:15][CH2:14]2)[CH:6]=[N:5]3)[CH2:30][CH2:29]1)=[O:27])[CH3:24]. The catalyst class is: 167. (2) Reactant: [Cl:1][C:2]1[CH:3]=[C:4]([CH:28]=[CH:29][CH:30]=1)[C:5]([NH:7][C:8]1[CH:13]=[CH:12][C:11]([NH:14][C:15]2[C:24]3[C:19](=[CH:20][C:21]([OH:27])=[C:22]([O:25][CH3:26])[CH:23]=3)[N:18]=[CH:17][N:16]=2)=[CH:10][N:9]=1)=[O:6].Br[CH2:32][CH2:33][CH2:34][CH2:35][O:36][CH2:37][C:38]([O-])=O.C(=O)([O-])[O-:42].[K+].[K+]. The catalyst class is: 44. Product: [C:37]([O:36][CH2:35][CH2:34][CH2:33][CH2:32][O:27][C:21]1[CH:20]=[C:19]2[C:24]([C:15]([NH:14][C:11]3[CH:10]=[N:9][C:8]([NH:7][C:5](=[O:6])[C:4]4[CH:28]=[CH:29][CH:30]=[C:2]([Cl:1])[CH:3]=4)=[CH:13][CH:12]=3)=[N:16][CH:17]=[N:18]2)=[CH:23][C:22]=1[O:25][CH3:26])(=[O:42])[CH3:38].